From a dataset of Full USPTO retrosynthesis dataset with 1.9M reactions from patents (1976-2016). Predict the reactants needed to synthesize the given product. (1) Given the product [CH2:6]([O:8][C:9]([C:11]1[C:15]([CH3:16])=[C:14]([C:17]2[NH:20][C:21]3[CH:22]=[C:23]([C:24](=[O:25])[C:26]4[CH:31]=[CH:30][CH:29]=[CH:28][CH:27]=4)[CH:32]=[CH:33][C:34]=3[N:35]=2)[NH:13][C:12]=1[CH3:19])=[O:10])[CH3:7], predict the reactants needed to synthesize it. The reactants are: S([O-])(O)=O.[Na+].[CH2:6]([O:8][C:9]([C:11]1[C:15]([CH3:16])=[C:14]([CH:17]=O)[NH:13][C:12]=1[CH3:19])=[O:10])[CH3:7].[NH2:20][C:21]1[CH:22]=[C:23]([CH:32]=[CH:33][C:34]=1[NH2:35])[C:24]([C:26]1[CH:31]=[CH:30][CH:29]=[CH:28][CH:27]=1)=[O:25].C(=O)([O-])[O-].[Na+].[Na+]. (2) Given the product [CH2:23]1[C:31]2[C:26](=[CH:27][CH:28]=[CH:29][CH:30]=2)[CH2:25][N:24]1[C:20](=[O:22])[CH2:19][CH2:18][CH2:17][CH2:16][CH2:15][N:12]1[CH2:11][CH2:10][N:9]([C:4]2[CH:5]=[CH:6][CH:7]=[CH:8][C:3]=2[C:1]#[N:2])[CH2:14][CH2:13]1, predict the reactants needed to synthesize it. The reactants are: [C:1]([C:3]1[CH:8]=[CH:7][CH:6]=[CH:5][C:4]=1[N:9]1[CH2:14][CH2:13][N:12]([CH2:15][CH2:16][CH2:17][CH2:18][CH2:19][C:20]([OH:22])=O)[CH2:11][CH2:10]1)#[N:2].[CH2:23]1[C:31]2[C:26](=[CH:27][CH:28]=[CH:29][CH:30]=2)[CH2:25][NH:24]1. (3) Given the product [F:1][C:2]1[CH:3]=[C:4]([C:18]2[CH:23]=[C:22]([F:24])[CH:21]=[CH:20][C:19]=2[O:25][C@@H:37]([CH3:42])[C:38]([O:40][CH3:41])=[O:39])[CH:5]=[CH:6][C:7]=1[S:8]([C:11]1[CH:16]=[CH:15][CH:14]=[C:13]([F:17])[CH:12]=1)(=[O:10])=[O:9], predict the reactants needed to synthesize it. The reactants are: [F:1][C:2]1[CH:3]=[C:4]([C:18]2[C:19]([OH:25])=[CH:20][CH:21]=[C:22]([F:24])[CH:23]=2)[CH:5]=[CH:6][C:7]=1[S:8]([C:11]1[CH:16]=[CH:15][CH:14]=[C:13]([F:17])[CH:12]=1)(=[O:10])=[O:9].CC1C=CC(S(O[C@H:37]([CH3:42])[C:38]([O:40][CH3:41])=[O:39])(=O)=O)=CC=1.